From a dataset of Full USPTO retrosynthesis dataset with 1.9M reactions from patents (1976-2016). Predict the reactants needed to synthesize the given product. (1) The reactants are: Br[C:2]1[N:18]([C@@H:19]2[CH2:23][CH2:22][N:21]([C:24]([O:26][C:27]([CH3:30])([CH3:29])[CH3:28])=[O:25])[CH2:20]2)[C:5]2[N:6]=[CH:7][N:8]=[C:9]([NH:10]C(OC(C)(C)C)=O)[C:4]=2[C:3]=1[C:31]1[CH:36]=[CH:35][C:34]([O:37][C:38]2[CH:43]=[CH:42][CH:41]=[CH:40][CH:39]=2)=[CH:33][CH:32]=1.[O:44]1[CH:48]=[CH:47][N:46]=[CH:45]1.CC([O-])(C)C.[K+]. Given the product [NH2:10][C:9]1[C:4]2[C:3]([C:31]3[CH:36]=[CH:35][C:34]([O:37][C:38]4[CH:39]=[CH:40][CH:41]=[CH:42][CH:43]=4)=[CH:33][CH:32]=3)=[C:2]([C:45]3[O:44][CH:48]=[CH:47][N:46]=3)[N:18]([C@@H:19]3[CH2:23][CH2:22][N:21]([C:24]([O:26][C:27]([CH3:30])([CH3:29])[CH3:28])=[O:25])[CH2:20]3)[C:5]=2[N:6]=[CH:7][N:8]=1, predict the reactants needed to synthesize it. (2) Given the product [C:1]1([CH:7]([CH2:11][CH3:12])[C:8]([O:10][CH3:14])=[O:9])[CH:6]=[CH:5][CH:4]=[CH:3][CH:2]=1, predict the reactants needed to synthesize it. The reactants are: [C:1]1([CH:7]([CH2:11][CH3:12])[C:8]([OH:10])=[O:9])[CH:6]=[CH:5][CH:4]=[CH:3][CH:2]=1.Cl.[CH3:14]O.